From a dataset of Full USPTO retrosynthesis dataset with 1.9M reactions from patents (1976-2016). Predict the reactants needed to synthesize the given product. (1) Given the product [CH3:1][C:2]1[CH:7]=[CH:6][C:5]([S:8]([O:11][CH2:12][CH:13]2[O:18][C:17]3[C:19]([C:27]4[CH:28]=[CH:29][CH:30]=[CH:31][C:26]=4[Cl:25])=[CH:20][CH:21]=[CH:22][C:16]=3[N:15]([CH3:24])[CH2:14]2)(=[O:10])=[O:9])=[CH:4][CH:3]=1, predict the reactants needed to synthesize it. The reactants are: [CH3:1][C:2]1[CH:7]=[CH:6][C:5]([S:8]([O:11][CH2:12][CH:13]2[O:18][C:17]3[C:19](Br)=[CH:20][CH:21]=[CH:22][C:16]=3[N:15]([CH3:24])[CH2:14]2)(=[O:10])=[O:9])=[CH:4][CH:3]=1.[Cl:25][C:26]1[CH:31]=[CH:30][CH:29]=[CH:28][C:27]=1B(O)O.C(=O)([O-])[O-].[K+].[K+]. (2) Given the product [F:42][C:39]1[CH:40]=[C:41]2[C:36](=[CH:37][CH:38]=1)[N:35]([CH3:43])[CH:34]=[C:33]2[CH2:32][CH:30]1[CH2:31][N:28]([CH2:16][CH:13]2[O:12][C:8]3=[C:9]4[C:4](=[CH:5][CH:6]=[C:7]3[O:15][CH2:14]2)[N:3]=[C:2]([CH3:1])[CH:11]=[CH:10]4)[CH2:29]1, predict the reactants needed to synthesize it. The reactants are: [CH3:1][C:2]1[CH:11]=[CH:10][C:9]2[C:4](=[CH:5][CH:6]=[C:7]3[O:15][CH2:14][C@H:13]([CH2:16]OS(C4C=CC(Br)=CC=4)(=O)=O)[O:12][C:8]3=2)[N:3]=1.[NH:28]1[CH2:31][CH:30]([CH2:32][C:33]2[C:41]3[C:36](=[CH:37][CH:38]=[C:39]([F:42])[CH:40]=3)[N:35]([CH3:43])[CH:34]=2)[CH2:29]1. (3) Given the product [CH3:18][N:17]1[C:13]([C:2]2[C:7](=[O:8])[CH2:6][CH2:5][CH2:4][CH:3]=2)=[CH:14][N:15]=[CH:16]1, predict the reactants needed to synthesize it. The reactants are: O=[C:2]1[C:7]([O:8]B(O)O)=[CH:6][CH2:5][CH2:4][CH2:3]1.Br[C:13]1[N:17]([CH3:18])[CH:16]=[N:15][CH:14]=1.C(=O)([O-])[O-].[Cs+].[Cs+].O1CCOCC1. (4) Given the product [Br:23][C:20]1[N:19]=[CH:18][C:17]([NH:16][C:9](=[O:10])[O:11][C:12]([CH3:13])([CH3:14])[CH3:15])=[CH:22][CH:21]=1, predict the reactants needed to synthesize it. The reactants are: [C:9](O[C:9]([O:11][C:12]([CH3:15])([CH3:14])[CH3:13])=[O:10])([O:11][C:12]([CH3:15])([CH3:14])[CH3:13])=[O:10].[NH2:16][C:17]1[CH:18]=[N:19][C:20]([Br:23])=[CH:21][CH:22]=1. (5) Given the product [N+:12]([C:3]1[CH:4]=[C:5]([S:8]([NH2:11])(=[O:10])=[O:9])[CH:6]=[CH:7][C:2]=1[NH:22][CH2:21][CH:18]1[CH2:19][CH2:20][O:15][CH2:16][CH2:17]1)([O-:14])=[O:13], predict the reactants needed to synthesize it. The reactants are: F[C:2]1[CH:7]=[CH:6][C:5]([S:8]([NH2:11])(=[O:10])=[O:9])=[CH:4][C:3]=1[N+:12]([O-:14])=[O:13].[O:15]1[CH2:20][CH2:19][CH:18]([CH2:21][NH2:22])[CH2:17][CH2:16]1.C(N(CC)CC)C.Cl. (6) Given the product [CH:8]1([C:11]2[N:15]([CH3:16])[C:14]3[C:17]([C:28]([C:30]4[CH:35]=[CH:34][CH:33]=[CH:32][N:31]=4)([C:2]4[N:7]=[CH:6][CH:5]=[CH:4][N:3]=4)[OH:29])=[CH:18][C:19]([C:21]4[C:22]([CH3:27])=[N:23][O:24][C:25]=4[CH3:26])=[CH:20][C:13]=3[N:12]=2)[CH2:10][CH2:9]1, predict the reactants needed to synthesize it. The reactants are: Br[C:2]1[N:7]=[CH:6][CH:5]=[CH:4][N:3]=1.[CH:8]1([C:11]2[N:15]([CH3:16])[C:14]3[C:17]([C:28]([C:30]4[CH:35]=[CH:34][CH:33]=[CH:32][N:31]=4)=[O:29])=[CH:18][C:19]([C:21]4[C:22]([CH3:27])=[N:23][O:24][C:25]=4[CH3:26])=[CH:20][C:13]=3[N:12]=2)[CH2:10][CH2:9]1. (7) Given the product [Cl:25][C:14]1[CH:15]=[C:16]([N:19]2[CH:23]=[CH:22][C:21]([CH3:24])=[N:20]2)[CH:17]=[CH:18][C:13]=1[C:12]([N:9]1[CH2:10][CH2:11][C:5]([CH3:31])([C:3]([OH:4])=[O:2])[CH2:6][C:7]2[CH:30]=[CH:29][CH:28]=[CH:27][C:8]1=2)=[O:26], predict the reactants needed to synthesize it. The reactants are: C[O:2][C:3]([C:5]1([CH3:31])[CH2:11][CH2:10][N:9]([C:12](=[O:26])[C:13]2[CH:18]=[CH:17][C:16]([N:19]3[CH:23]=[CH:22][C:21]([CH3:24])=[N:20]3)=[CH:15][C:14]=2[Cl:25])[C:8]2[CH:27]=[CH:28][CH:29]=[CH:30][C:7]=2[CH2:6]1)=[O:4].COC(C1(C)CCN(C(=O)C2C=CC(N3C=CC(C)=N3)=CC=2C)C2C=CC=CC=2C1)=O. (8) Given the product [C:1]([N:4]1[CH2:13][CH2:12][C:7]([CH2:14][NH2:15])([C:8]([O:10][CH3:11])=[O:9])[CH2:6][CH2:5]1)(=[O:3])[CH3:2], predict the reactants needed to synthesize it. The reactants are: [C:1]([N:4]1[CH2:13][CH2:12][C:7]([C:14]#[N:15])([C:8]([O:10][CH3:11])=[O:9])[CH2:6][CH2:5]1)(=[O:3])[CH3:2].N. (9) Given the product [N:11]1([CH:16]2[CH2:21][CH2:20][N:19]([NH:8][C:6]3[CH:5]=[CH:4][N:3]=[CH:2][N:7]=3)[CH2:18][CH2:17]2)[CH:15]=[CH:14][CH:13]=[N:12]1, predict the reactants needed to synthesize it. The reactants are: Cl[C:2]1[N:7]=[C:6]([NH2:8])[CH:5]=[CH:4][N:3]=1.Cl.Cl.[N:11]1([CH:16]2[CH2:21][CH2:20][NH:19][CH2:18][CH2:17]2)[CH:15]=[CH:14][CH:13]=[N:12]1. (10) Given the product [Cl:3][C:4]1([Cl:1])[CH:17]([O:22][C:20](=[O:23])[CH3:21])[N:8]([C@@H:9]2[O:15][C@H:12]([CH2:13][OH:14])[C@@H:11]([F:16])[CH2:10]2)[C:7](=[O:18])[NH:6][C:5]1=[O:19], predict the reactants needed to synthesize it. The reactants are: [Cl:1]Cl.[Cl:3][C:4]1[C:5](=[O:19])[NH:6][C:7](=[O:18])[N:8]([CH:17]=1)[C@@H:9]1[O:15][C@H:12]([CH2:13][OH:14])[C@@H:11]([F:16])[CH2:10]1.[C:20]([OH:23])(=[O:22])[CH3:21].